Dataset: Forward reaction prediction with 1.9M reactions from USPTO patents (1976-2016). Task: Predict the product of the given reaction. (1) The product is: [CH3:34][O:35][C:36]([C:38]1[CH:47]=[C:46]([OH:48])[C:45]2[C:40](=[C:41]([NH2:69])[CH:42]=[C:43]([N:56]3[CH2:61][CH2:60][NH:59][CH2:58][CH2:57]3)[CH:44]=2)[N:39]=1)=[O:37]. Given the reactants COC(C1C=C(NS(C2C=CC(C)=CC=2)(=O)=O)C2C(=C(OCC3C=CC=CC=3)C=CC=2)N=1)=O.[CH3:34][O:35][C:36]([C:38]1[CH:47]=[C:46]([O:48]CC2C=CC=CC=2)[C:45]2[C:40](=[C:41]([N+:69]([O-])=O)[CH:42]=[C:43]([N:56]3[CH2:61][CH2:60][N:59](CC4C=CC=CC=4)[CH2:58][CH2:57]3)[CH:44]=2)[N:39]=1)=[O:37], predict the reaction product. (2) Given the reactants [CH2:1]([O:8][C:9]([NH:11]/[C:12](=[CH:17]\[C:18]1[S:19][CH:20]=[CH:21][CH:22]=1)/[C:13]([O:15][CH3:16])=[O:14])=[O:10])[C:2]1[CH:7]=[CH:6][CH:5]=[CH:4][CH:3]=1.FC1C=C(CC(N[C@@H](C2C=CC=CC=2)C(N[C@H]2[C@@H](C3C=CC=CC=3)SCCNC2=O)=O)=O)C=C(F)C=1.[Br:59]C1SC(C=O)=CC=1, predict the reaction product. The product is: [CH2:1]([O:8][C:9]([NH:11]/[C:12](=[CH:17]\[C:18]1[S:19][C:20]([Br:59])=[CH:21][CH:22]=1)/[C:13]([O:15][CH3:16])=[O:14])=[O:10])[C:2]1[CH:3]=[CH:4][CH:5]=[CH:6][CH:7]=1. (3) Given the reactants Cl[C:2]1[C:14]2[C:13]3[CH2:12][CH:11]([C:15]([NH:17][CH2:18][CH2:19][CH2:20][S:21]([CH3:24])(=[O:23])=[O:22])=[O:16])[CH2:10][CH2:9][C:8]=3[NH:7][C:6]=2[N:5]=[CH:4][N:3]=1.[CH:25]([O:28][C:29]1[CH:37]=[C:36]2[C:32]([CH:33]=[N:34][NH:35]2)=[CH:31][C:30]=1[NH2:38])([CH3:27])[CH3:26], predict the reaction product. The product is: [CH3:24][S:21]([CH2:20][CH2:19][CH2:18][NH:17][C:15]([CH:11]1[CH2:10][CH2:9][C:8]2[NH:7][C:6]3[N:5]=[CH:4][N:3]=[C:2]([NH:38][C:30]4[CH:31]=[C:32]5[C:36](=[CH:37][C:29]=4[O:28][CH:25]([CH3:27])[CH3:26])[NH:35][N:34]=[CH:33]5)[C:14]=3[C:13]=2[CH2:12]1)=[O:16])(=[O:23])=[O:22]. (4) Given the reactants [Cl:1][C:2]1[CH:3]=[C:4]([C:17]([O:19]C)=[O:18])[C:5]2[O:9][C:8]([C:10]3[CH:15]=[CH:14][CH:13]=[CH:12][CH:11]=3)=[N:7][C:6]=2[CH:16]=1.[OH-].[Li+], predict the reaction product. The product is: [Cl:1][C:2]1[CH:3]=[C:4]([C:17]([OH:19])=[O:18])[C:5]2[O:9][C:8]([C:10]3[CH:15]=[CH:14][CH:13]=[CH:12][CH:11]=3)=[N:7][C:6]=2[CH:16]=1. (5) The product is: [Cl:26][C:20]1[C:21]([C:23]([NH2:25])=[O:24])=[CH:22][C:17]2[N:16]=[C:15]([CH2:27][CH3:28])[N:14]([C:11]3[CH:10]=[CH:9][C:8]([CH2:7][CH2:6][NH:30][CH3:29])=[CH:13][CH:12]=3)[C:18]=2[CH:19]=1. Given the reactants CS(O[CH2:6][CH2:7][C:8]1[CH:13]=[CH:12][C:11]([N:14]2[C:18]3[CH:19]=[C:20]([Cl:26])[C:21]([C:23]([NH2:25])=[O:24])=[CH:22][C:17]=3[N:16]=[C:15]2[CH2:27][CH3:28])=[CH:10][CH:9]=1)(=O)=O.[CH3:29][NH2:30], predict the reaction product. (6) Given the reactants [CH3:1][O:2][CH2:3][CH2:4][CH2:5][CH2:6][CH:7]([NH:20][C:21]1[CH:29]=[CH:28][C:24](C(O)=O)=[CH:23][CH:22]=1)[C:8]1[O:9][C:10]2[CH:17]=[CH:16][C:15]([O:18][CH3:19])=[CH:14][C:11]=2[C:12]=1[CH3:13].CNC[CH2:33][C:34]([O:36][CH2:37][CH3:38])=[O:35].O.ON1C2C=CC=CC=2N=N1.Cl.C(N=C=NCCCN(C)C)C.[Cl-].[NH4+].[CH3:64][N:65]([CH3:68])[CH:66]=[O:67], predict the reaction product. The product is: [CH3:1][O:2][CH2:3][CH2:4][CH2:5][CH2:6][CH:7]([NH:20][C:21]1[CH:29]=[CH:28][C:24]([C:66]([N:65]([CH3:68])[CH2:64][CH2:33][C:34]([O:36][CH2:37][CH3:38])=[O:35])=[O:67])=[CH:23][CH:22]=1)[C:8]1[O:9][C:10]2[CH:17]=[CH:16][C:15]([O:18][CH3:19])=[CH:14][C:11]=2[C:12]=1[CH3:13]. (7) Given the reactants [CH3:1][C:2]1[CH:7]=[C:6]([N+:8]([O-])=O)[CH:5]=[CH:4][C:3]=1[O:11][C:12]1[CH:17]=[CH:16][CH:15]=[C:14]([O:18][C:19]([F:24])([F:23])[CH:20]([F:22])[F:21])[CH:13]=1.[Cl-].[Ca+2].[Cl-].C(O)C, predict the reaction product. The product is: [CH3:1][C:2]1[CH:7]=[C:6]([CH:5]=[CH:4][C:3]=1[O:11][C:12]1[CH:17]=[CH:16][CH:15]=[C:14]([O:18][C:19]([F:23])([F:24])[CH:20]([F:21])[F:22])[CH:13]=1)[NH2:8].